This data is from Reaction yield outcomes from USPTO patents with 853,638 reactions. The task is: Predict the reaction yield, written as a fraction of the theoretical maximum amount of product (1.0 means a 100% yield; for example, 0.34 means a 34% yield). (1) The reactants are [CH2:1]1[O:5][C:4]2[CH:6]=[C:7]([CH:10]=O)[CH:8]=[CH:9][C:3]=2[O:2]1.[O:12]=[C:13]([CH:15](P(=O)(OCC)OCC)[CH2:16][CH2:17][CH2:18][CH2:19][CH3:20])[CH3:14]. No catalyst specified. The product is [O:2]1[C:3]2[CH:9]=[CH:8][C:7](/[CH:10]=[C:15](\[CH2:16][CH2:17][CH2:18][CH2:19][CH3:20])/[C:13](=[O:12])[CH3:14])=[CH:6][C:4]=2[O:5][CH2:1]1. The yield is 0.140. (2) The reactants are [C:1]([N:5]1[C:9](=[O:10])[C:8]([NH:11][CH:12]2[CH2:17][CH2:16][NH:15][CH2:14][CH2:13]2)=[C:7]([C:18]2[CH:23]=[CH:22][CH:21]=[CH:20][CH:19]=2)[S:6]1(=[O:25])=[O:24])([CH3:4])([CH3:3])[CH3:2].[C:26](O)(=[O:33])[C:27]1[CH:32]=[CH:31][CH:30]=[CH:29][CH:28]=1.C(Cl)CCl.C1C=CC2N(O)N=NC=2C=1. The catalyst is C1COCC1. The product is [C:26]([N:15]1[CH2:16][CH2:17][CH:12]([NH:11][C:8]2[C:9](=[O:10])[N:5]([C:1]([CH3:4])([CH3:2])[CH3:3])[S:6](=[O:25])(=[O:24])[C:7]=2[C:18]2[CH:19]=[CH:20][CH:21]=[CH:22][CH:23]=2)[CH2:13][CH2:14]1)(=[O:33])[C:27]1[CH:32]=[CH:31][CH:30]=[CH:29][CH:28]=1. The yield is 0.710. (3) The reactants are [O:1]=[C:2]1[C:10]2([CH2:14][O:13][C:12]3[CH:15]=[C:16]4[C:20](=[CH:21][C:11]2=3)[CH2:19][CH2:18][O:17]4)[C:9]2[C:4](=[CH:5][CH:6]=[CH:7][CH:8]=2)[N:3]1[CH2:22][C:23]1[CH:30]=[CH:29][C:26]([C:27]#[N:28])=[CH:25][CH:24]=1.[NH2:31][OH:32]. The catalyst is CS(C)=O.O. The product is [OH:32][N:31]=[C:27]([C:26]1[CH:29]=[CH:30][C:23]([CH2:22][N:3]2[C:4]3[C:9](=[CH:8][CH:7]=[CH:6][CH:5]=3)[C:10]3([CH2:14][O:13][C:12]4[CH:15]=[C:16]5[C:20](=[CH:21][C:11]3=4)[CH2:19][CH2:18][O:17]5)[C:2]2=[O:1])=[CH:24][CH:25]=1)[NH2:28]. The yield is 0.930. (4) The reactants are [CH3:1][C:2]([OH:13])([CH3:12])[CH2:3][N:4]1[CH:8]=[C:7]([N+:9]([O-])=O)[CH:6]=[N:5]1.[H][H]. The product is [NH2:9][C:7]1[CH:6]=[N:5][N:4]([CH2:3][C:2]([CH3:12])([OH:13])[CH3:1])[CH:8]=1. The yield is 0.840. The catalyst is CO.[Pd]. (5) The reactants are [NH2:1][C:2]1[CH:7]=[C:6]([CH:8]2[CH2:10][CH2:9]2)[C:5]([Cl:11])=[CH:4][C:3]=1[OH:12].[C:13]([O:17][CH2:18][CH3:19])(=[O:16])[CH:14]=O.C([BH3-])#N.[Na+]. The catalyst is CO.CC(O)=O. The product is [Cl:11][C:5]1[C:6]([CH:8]2[CH2:10][CH2:9]2)=[CH:7][C:2]([NH:1][CH2:14][C:13]([O:17][CH2:18][CH3:19])=[O:16])=[C:3]([OH:12])[CH:4]=1. The yield is 1.00. (6) The reactants are C[Al](C)C.[F:5][C:6]([F:17])([F:16])[O:7][C:8]1[CH:9]=[C:10]([CH:13]=[CH:14][CH:15]=1)[CH2:11][NH2:12].[Br:18][C:19]1[CH:20]=[C:21]([C:27]2[O:31][N:30]=[C:29]([C:32](OCC)=[O:33])[N:28]=2)[CH:22]=[C:23]([Br:26])[C:24]=1[OH:25].O. The catalyst is CCCCCC.C(Cl)(Cl)Cl. The product is [Br:26][C:23]1[CH:22]=[C:21]([C:27]2[O:31][N:30]=[C:29]([C:32]([NH:12][CH2:11][C:10]3[CH:13]=[CH:14][CH:15]=[C:8]([O:7][C:6]([F:16])([F:17])[F:5])[CH:9]=3)=[O:33])[N:28]=2)[CH:20]=[C:19]([Br:18])[C:24]=1[OH:25]. The yield is 0.620. (7) The reactants are [CH3:1][S:2][C:3]1[C:4]([C:8]2[CH:9]=[N:10][CH:11]=[CH:12][CH:13]=2)=[N:5][NH:6][CH:7]=1.[CH2:14](SSCCC)[CH2:15]C.BrC1C(C2C=NC=CC=2)=NNC=1. The catalyst is C(OCC)(=O)C.C(OCC)C. The product is [CH2:1]([S:2][C:3]1[C:4]([C:8]2[CH:9]=[N:10][CH:11]=[CH:12][CH:13]=2)=[N:5][NH:6][CH:7]=1)[CH2:14][CH3:15]. The yield is 0.760.